Dataset: Full USPTO retrosynthesis dataset with 1.9M reactions from patents (1976-2016). Task: Predict the reactants needed to synthesize the given product. (1) The reactants are: [CH3:1][O:2][C:3]1[CH:8]=[CH:7][C:6]([C:9]([NH:24][C:25]2[O:26][CH2:27][C@H:28]([F:40])[C@:29]([C:32]3[CH:37]=[C:36](Br)[CH:35]=[CH:34][C:33]=3[F:39])([CH3:31])[N:30]=2)([C:16]2[CH:21]=[CH:20][C:19]([O:22][CH3:23])=[CH:18][CH:17]=2)[C:10]2[CH:15]=[CH:14][CH:13]=[CH:12][CH:11]=2)=[CH:5][CH:4]=1.CC1(C)C(C)(C)OB([C:49]2[CH:50]=[N:51][CH:52]=[C:53]([CH:56]=2)[C:54]#[N:55])O1.C(=O)([O-])[O-].[Na+].[Na+].C1(P(C2C=CC=CC=2)C2C=CC=CC=2)C=CC=CC=1. Given the product [CH3:1][O:2][C:3]1[CH:8]=[CH:7][C:6]([C:9]([NH:24][C:25]2[O:26][CH2:27][C@H:28]([F:40])[C@:29]([C:32]3[CH:37]=[C:36]([C:49]4[CH:50]=[N:51][CH:52]=[C:53]([CH:56]=4)[C:54]#[N:55])[CH:35]=[CH:34][C:33]=3[F:39])([CH3:31])[N:30]=2)([C:16]2[CH:21]=[CH:20][C:19]([O:22][CH3:23])=[CH:18][CH:17]=2)[C:10]2[CH:15]=[CH:14][CH:13]=[CH:12][CH:11]=2)=[CH:5][CH:4]=1, predict the reactants needed to synthesize it. (2) Given the product [CH3:1][O:2][C:3]1[CH:4]=[C:5]2[C:10](=[CH:11][C:12]=1[O:13][CH3:14])[N:9]=[CH:8][N:7]=[C:6]2[NH:15][C:16]1[S:17][C:18]2[CH:24]=[C:23]([NH2:25])[CH:22]=[CH:21][C:19]=2[N:20]=1, predict the reactants needed to synthesize it. The reactants are: [CH3:1][O:2][C:3]1[CH:4]=[C:5]2[C:10](=[CH:11][C:12]=1[O:13][CH3:14])[N:9]=[CH:8][N:7]=[C:6]2[NH:15][C:16]1[S:17][C:18]2[CH:24]=[C:23]([N+:25]([O-])=O)[CH:22]=[CH:21][C:19]=2[N:20]=1.[H][H]. (3) The reactants are: C(P(C(C)(C)C)C(C)(C)C)(C)(C)C.[CH2:14]([N:21]1[CH2:30][CH2:29][C:28]2[N:27]=[C:26](Cl)[CH:25]=[CH:24][C:23]=2[CH2:22]1)[C:15]1[CH:20]=[CH:19][CH:18]=[CH:17][CH:16]=1.[C:32]([O:36][C:37](=[O:40])[CH:38]=[CH2:39])([CH3:35])([CH3:34])[CH3:33]. Given the product [CH2:14]([N:21]1[CH2:30][CH2:29][C:28]2[N:27]=[C:26](/[CH:39]=[CH:38]/[C:37]([O:36][C:32]([CH3:35])([CH3:34])[CH3:33])=[O:40])[CH:25]=[CH:24][C:23]=2[CH2:22]1)[C:15]1[CH:20]=[CH:19][CH:18]=[CH:17][CH:16]=1, predict the reactants needed to synthesize it. (4) Given the product [Br:1][C:2]1[CH:3]=[CH:6][C:7]([F:10])=[C:8]([CH:9]=1)[CH2:17][N:11]1[CH2:16][CH2:15][O:14][CH2:13][CH2:12]1, predict the reactants needed to synthesize it. The reactants are: [Br:1][C:2]1[CH:9]=[CH:8][C:7]([F:10])=[CH:6][C:3]=1C=O.[NH:11]1[CH2:16][CH2:15][O:14][CH2:13][CH2:12]1.[C:17](O[BH-](OC(=O)C)OC(=O)C)(=O)C.[Na+].C(=O)(O)[O-].[Na+]. (5) Given the product [NH2:40][C:37]1[CH:36]=[CH:35][C:34]([C:33]([O:32][CH2:31][CH2:30][O:29][C:27](=[O:28])[CH2:26][CH2:25][C@H:14]([N:12]2[C:11]3[CH:10]=[CH:9][CH:8]=[CH:7][C:6]=3[C:5]3[C:13]2=[CH:1][CH:2]=[CH:3][CH:4]=3)[C:15]([OH:17])=[O:16])=[O:51])=[CH:39][CH:38]=1, predict the reactants needed to synthesize it. The reactants are: [CH:1]1[C:13]2[N:12]([C@@H:14]([CH2:25][CH2:26][C:27]([O:29][CH2:30][CH2:31][O:32][C:33](=[O:51])[C:34]3[CH:39]=[CH:38][C:37]([NH:40]C(OCC4C=CC=CC=4)=O)=[CH:36][CH:35]=3)=[O:28])[C:15]([O:17]CC3C=CC=CC=3)=[O:16])[C:11]3[C:6](=[CH:7][CH:8]=[CH:9][CH:10]=3)[C:5]=2[CH:4]=[CH:3][CH:2]=1.C(O)(C)C. (6) Given the product [Br:21][C:22]1[CH:30]=[CH:29][CH:28]=[C:27]2[C:23]=1[CH2:24][CH2:25][N:26]2[C:16](=[O:18])[CH2:15][C:3]1[N:2]([CH3:1])[C:7](=[O:8])[CH:6]=[C:5]([N:9]2[CH2:10][CH2:11][O:12][CH2:13][CH2:14]2)[N:4]=1, predict the reactants needed to synthesize it. The reactants are: [CH3:1][N:2]1[C:7](=[O:8])[CH:6]=[C:5]([N:9]2[CH2:14][CH2:13][O:12][CH2:11][CH2:10]2)[N:4]=[C:3]1[CH2:15][C:16]([O-:18])=O.[Na+].Cl.[Br:21][C:22]1[CH:30]=[CH:29][CH:28]=[C:27]2[C:23]=1[CH2:24][CH2:25][NH:26]2.Cl.CN(C)CCCN=C=NCC. (7) Given the product [Br:7][C:8]1[CH:9]=[CH:10][C:11]2[C:12]3[N:20]([CH2:21][CH2:22][CH2:23][NH:24][C:25](=[O:31])[O:26][C:27]([CH3:29])([CH3:28])[CH3:30])[C:19]([S:34]([CH3:39])(=[O:37])=[O:35])=[N:18][C:13]=3[CH:14]=[N:15][C:16]=2[CH:17]=1, predict the reactants needed to synthesize it. The reactants are: [Mn]([O-])(=O)(=O)=O.[K+].[Br:7][C:8]1[CH:9]=[CH:10][C:11]2[C:12]3[N:20]([CH2:21][CH2:22][CH2:23][NH:24][C:25](=[O:31])[O:26][C:27]([CH3:30])([CH3:29])[CH3:28])[C:19](SC)=[N:18][C:13]=3[CH:14]=[N:15][C:16]=2[CH:17]=1.[S:34](=[O:37])(O)[O-:35].[Na+].[C:39](O)(=O)C.